From a dataset of Forward reaction prediction with 1.9M reactions from USPTO patents (1976-2016). Predict the product of the given reaction. (1) The product is: [F:71][C:62]1[C:63]([N:64]2[CH2:69][CH2:68][N:67]([CH3:70])[CH2:66][CH2:65]2)=[C:58]([NH2:2])[CH:59]=[N:60][CH:61]=1. Given the reactants C(=O)(OC(C)(C)C)[NH2:2].C([O-])([O-])=O.[Cs+].[Cs+].CC1(C)C2C(=C(P(C3C=CC=CC=3)C3C=CC=CC=3)C=CC=2)OC2C(P(C3C=CC=CC=3)C3C=CC=CC=3)=CC=CC1=2.Cl[C:58]1[CH:59]=[N:60][CH:61]=[C:62]([F:71])[C:63]=1[N:64]1[CH2:69][CH2:68][N:67]([CH3:70])[CH2:66][CH2:65]1, predict the reaction product. (2) Given the reactants [NH2:1][C:2]1[C:6]2[CH:7]=[CH:8][C:9]([Br:11])=[CH:10][C:5]=2[O:4][C:3]=1[C:12]([NH:14][C@@H:15]([CH:20]1[CH2:25][CH2:24][CH2:23][CH2:22][CH2:21]1)[C:16]([O:18][CH3:19])=[O:17])=[O:13].[Cl:26][C:27]1[CH:32]=[C:31]([Cl:33])[CH:30]=[C:29]([Cl:34])[C:28]=1[N:35]=[C:36]=[O:37], predict the reaction product. The product is: [Br:11][C:9]1[CH:8]=[CH:7][C:6]2[C:2]([NH:1][C:36]([NH:35][C:28]3[C:29]([Cl:34])=[CH:30][C:31]([Cl:33])=[CH:32][C:27]=3[Cl:26])=[O:37])=[C:3]([C:12]([NH:14][C@@H:15]([CH:20]3[CH2:25][CH2:24][CH2:23][CH2:22][CH2:21]3)[C:16]([O:18][CH3:19])=[O:17])=[O:13])[O:4][C:5]=2[CH:10]=1.